Dataset: Forward reaction prediction with 1.9M reactions from USPTO patents (1976-2016). Task: Predict the product of the given reaction. Given the reactants [C:1]([O:5][C:6](=[O:44])[CH2:7][CH2:8][CH2:9][CH2:10][CH2:11][CH2:12][CH2:13][CH2:14][CH2:15][CH2:16][CH2:17][CH2:18][CH2:19][CH2:20][C:21](=[O:43])[NH:22][CH2:23][C@H:24]([NH:35][C:36]([O:38][C:39]([CH3:42])([CH3:41])[CH3:40])=[O:37])[C:25]([O:27]N1C(=O)CCC1=O)=O)([CH3:4])([CH3:3])[CH3:2].C(OC(=O)CCCCCCCCCCCCCCC(=O)NCCCC[C@H](NC(OC(C)(C)C)=O)C(ON1C(=O)CCC1=O)=O)(C)(C)C.[NH2:92][CH2:93][C@H:94]([NH:98][C:99]([O:101][C:102]([CH3:105])([CH3:104])[CH3:103])=[O:100])[C:95]([OH:97])=[O:96], predict the reaction product. The product is: [C:1]([O:5][C:6](=[O:44])[CH2:7][CH2:8][CH2:9][CH2:10][CH2:11][CH2:12][CH2:13][CH2:14][CH2:15][CH2:16][CH2:17][CH2:18][CH2:19][CH2:20][C:21](=[O:43])[NH:22][CH2:23][C@H:24]([NH:35][C:36]([O:38][C:39]([CH3:40])([CH3:41])[CH3:42])=[O:37])[C:25](=[O:27])[NH:92][CH2:93][C@H:94]([NH:98][C:99]([O:101][C:102]([CH3:105])([CH3:104])[CH3:103])=[O:100])[C:95]([OH:97])=[O:96])([CH3:2])([CH3:3])[CH3:4].